Dataset: Forward reaction prediction with 1.9M reactions from USPTO patents (1976-2016). Task: Predict the product of the given reaction. (1) Given the reactants [F:1][C:2]1[CH:24]=[CH:23][C:5]([C:6]([CH:8]([C:14](=O)[CH2:15][C:16]2[CH:21]=[CH:20][CH:19]=[CH:18][CH:17]=2)[C:9]([O:11][CH2:12][CH3:13])=[O:10])=O)=[CH:4][CH:3]=1.[N:25]1([NH2:30])[CH:29]=[CH:28][CH:27]=[CH:26]1.C(OCC)(=O)C.O, predict the reaction product. The product is: [CH2:15]([C:14]1[C:8]([C:9]([O:11][CH2:12][CH3:13])=[O:10])=[C:6]([C:5]2[CH:23]=[CH:24][C:2]([F:1])=[CH:3][CH:4]=2)[C:26]2[N:25]([CH:29]=[CH:28][CH:27]=2)[N:30]=1)[C:16]1[CH:21]=[CH:20][CH:19]=[CH:18][CH:17]=1. (2) Given the reactants [CH3:1][C:2]([CH3:17])([CH3:16])[C:3](=O)[CH2:4][CH:5]1O[N:8]=[C:7]([C:10]([O:12][CH2:13][CH3:14])=[O:11])[CH2:6]1.[H+].[B-](F)(F)(F)F, predict the reaction product. The product is: [C:2]([C:3]1[N:8]=[C:7]([C:10]([O:12][CH2:13][CH3:14])=[O:11])[CH:6]=[CH:5][CH:4]=1)([CH3:17])([CH3:16])[CH3:1]. (3) Given the reactants FC(F)(F)S(O[C:7]1[CH:8]=[C:9]2[C:14](=[CH:15][CH:16]=1)[CH:13]1[CH:17]([C:18]([O:20][CH2:21][CH3:22])=[O:19])[CH:12]1[CH2:11][CH2:10]2)(=O)=O.[CH3:25][N:26](C=O)C, predict the reaction product. The product is: [C:25]([C:7]1[CH:8]=[C:9]2[C:14](=[CH:15][CH:16]=1)[CH:13]1[CH:17]([C:18]([O:20][CH2:21][CH3:22])=[O:19])[CH:12]1[CH2:11][CH2:10]2)#[N:26]. (4) Given the reactants F.F.F.C(N(CC)CC)C.C(N(CC)CC)C.[Si]([O:35][CH2:36][C@H:37]1[O:41][C@@H:40]([N:42]2[CH:49]=[C:48]([CH3:50])[C:46](=[O:47])[NH:45][C:43]2=[O:44])[C@H:39]([O:51][CH2:52][CH2:53][O:54][N:55]([CH3:57])[CH3:56])[C@@H:38]1[OH:58])(C(C)(C)C)(C1C=CC=CC=1)C1C=CC=CC=1.CO, predict the reaction product. The product is: [CH3:56][N:55]([CH3:57])[O:54][CH2:53][CH2:52][O:51][C@@H:39]1[C@H:38]([OH:58])[C@@H:37]([CH2:36][OH:35])[O:41][C@H:40]1[N:42]1[CH:49]=[C:48]([CH3:50])[C:46](=[O:47])[NH:45][C:43]1=[O:44].